This data is from Reaction yield outcomes from USPTO patents with 853,638 reactions. The task is: Predict the reaction yield, written as a fraction of the theoretical maximum amount of product (1.0 means a 100% yield; for example, 0.34 means a 34% yield). (1) The reactants are [Cl:1][C:2]1[N:7]=[N:6][C:5]([C:8](OCC)=[O:9])=[C:4]([NH:13][C:14]2[CH:19]=[C:18]([CH3:20])[CH:17]=[C:16]([CH:21]([CH3:23])[CH3:22])[N:15]=2)[CH:3]=1.[NH3:24]. The catalyst is CO. The product is [Cl:1][C:2]1[N:7]=[N:6][C:5]([C:8]([NH2:24])=[O:9])=[C:4]([NH:13][C:14]2[CH:19]=[C:18]([CH3:20])[CH:17]=[C:16]([CH:21]([CH3:23])[CH3:22])[N:15]=2)[CH:3]=1. The yield is 1.00. (2) The reactants are [ClH:1].[CH3:2][O:3][CH2:4][C:5]#[N:6].[CH3:7][CH2:8][OH:9]. The catalyst is C(OCC)C. The product is [ClH:1].[CH2:8]([O:9][C:5](=[NH:6])[CH2:4][O:3][CH3:2])[CH3:7]. The yield is 0.870. (3) The reactants are Br[C:2]1[CH:3]=[C:4]([C:8]([NH:11][C:12](=[O:22])[O:13][CH:14]2[CH:19]3[CH2:20][CH2:21][N:16]([CH2:17][CH2:18]3)[CH2:15]2)([CH3:10])[CH3:9])[CH:5]=[CH:6][CH:7]=1.[CH3:23][CH:24]([CH3:29])[CH2:25]B(O)O. The catalyst is C([O-])(=O)C.[Pd+2].C([O-])(=O)C. The product is [CH3:23][CH:24]([CH3:29])[CH2:25][C:2]1[CH:3]=[C:4]([C:8]([NH:11][C:12](=[O:22])[O:13][CH:14]2[CH:19]3[CH2:20][CH2:21][N:16]([CH2:17][CH2:18]3)[CH2:15]2)([CH3:10])[CH3:9])[CH:5]=[CH:6][CH:7]=1. The yield is 0.710. (4) The reactants are [C:1]([O:4][CH2:5][C:6]1[CH:11]=[C:10]([OH:12])[CH:9]=[C:8]([CH3:13])[C:7]=1[C:14]1[CH:19]=[CH:18][CH:17]=[C:16]([CH2:20][OH:21])[CH:15]=1)(=[O:3])[CH3:2].CC1C=CC(S(O[CH2:33][CH2:34][CH2:35][S:36]([CH3:39])(=[O:38])=[O:37])(=O)=O)=CC=1.C(=O)([O-])[O-].[K+].[K+].O. The catalyst is CN(C)C=O. The product is [C:1]([O:4][CH2:5][C:6]1[CH:11]=[C:10]([O:12][CH2:33][CH2:34][CH2:35][S:36]([CH3:39])(=[O:38])=[O:37])[CH:9]=[C:8]([CH3:13])[C:7]=1[C:14]1[CH:19]=[CH:18][CH:17]=[C:16]([CH2:20][OH:21])[CH:15]=1)(=[O:3])[CH3:2]. The yield is 0.600. (5) The reactants are [BH4-].[Na+].[CH2:3]([C:10]1([OH:27])[CH2:26][C:12]2([CH2:15][N:14]([CH2:16][C:17]([C:19]3[CH:24]=[CH:23][C:22]([OH:25])=[CH:21][CH:20]=3)=[O:18])[CH2:13]2)[CH2:11]1)[C:4]1[CH:9]=[CH:8][CH:7]=[CH:6][CH:5]=1. The catalyst is CO. The product is [CH2:3]([C:10]1([OH:27])[CH2:11][C:12]2([CH2:13][N:14]([CH2:16][CH:17]([OH:18])[C:19]3[CH:20]=[CH:21][C:22]([OH:25])=[CH:23][CH:24]=3)[CH2:15]2)[CH2:26]1)[C:4]1[CH:9]=[CH:8][CH:7]=[CH:6][CH:5]=1. The yield is 0.650. (6) The reactants are [CH3:1][N:2]1[C:10]2([CH2:15][CH2:14][N:13]([C:16]([O:18][C:19]([CH3:22])([CH3:21])[CH3:20])=[O:17])[CH2:12][CH2:11]2)[C:6]2=[CH:7][CH:8]=[CH:9][N:5]2[CH2:4][CH2:3]1.C(=O)([O-])[O-].[K+].[K+].[F:29][C:30]([F:36])([F:35])S([O-])(=O)=O.FC(F)(F)[S+]1C2C=CC=CC=2C2C=CC=CC1=2. The catalyst is C(#N)C. The product is [CH3:1][N:2]1[C:10]2([CH2:11][CH2:12][N:13]([C:16]([O:18][C:19]([CH3:22])([CH3:21])[CH3:20])=[O:17])[CH2:14][CH2:15]2)[C:6]2=[CH:7][CH:8]=[C:9]([C:30]([F:36])([F:35])[F:29])[N:5]2[CH2:4][CH2:3]1. The yield is 0.660. (7) The reactants are [NH2:1][C:2]1[N:7]=[CH:6][N:5]=[C:4]2[N:8]([C@@H:12]3[CH2:17][CH2:16][CH2:15][N:14]([C:18]([O:20][C:21]([CH3:24])([CH3:23])[CH3:22])=[O:19])[CH2:13]3)[N:9]=[C:10](I)[C:3]=12.[F:25][C:26]1[C:48]([F:49])=[CH:47][CH:46]=[CH:45][C:27]=1[O:28][C:29]1[CH:34]=[CH:33][C:32](B2OC(C)(C)C(C)(C)O2)=[C:31]([F:44])[CH:30]=1.C([O-])([O-])=O.[Na+].[Na+]. The catalyst is O1CCOCC1.O.C1C=CC([P]([Pd]([P](C2C=CC=CC=2)(C2C=CC=CC=2)C2C=CC=CC=2)([P](C2C=CC=CC=2)(C2C=CC=CC=2)C2C=CC=CC=2)[P](C2C=CC=CC=2)(C2C=CC=CC=2)C2C=CC=CC=2)(C2C=CC=CC=2)C2C=CC=CC=2)=CC=1. The product is [NH2:1][C:2]1[N:7]=[CH:6][N:5]=[C:4]2[N:8]([C@@H:12]3[CH2:17][CH2:16][CH2:15][N:14]([C:18]([O:20][C:21]([CH3:24])([CH3:23])[CH3:22])=[O:19])[CH2:13]3)[N:9]=[C:10]([C:32]3[CH:33]=[CH:34][C:29]([O:28][C:27]4[CH:45]=[CH:46][CH:47]=[C:48]([F:49])[C:26]=4[F:25])=[CH:30][C:31]=3[F:44])[C:3]=12. The yield is 0.511. (8) The reactants are [Cl:1][C:2]1[S:6][C:5]([S:7]([NH2:10])(=[O:9])=[O:8])=[CH:4][CH:3]=1.[OH-].[Na+].[N+:13]([C:16]1[CH:24]=[CH:23][C:19]([C:20](Cl)=[O:21])=[CH:18][CH:17]=1)([O-:15])=[O:14].Cl. The catalyst is CC(C)=O. The product is [Cl:1][C:2]1[S:6][C:5]([S:7]([NH:10][C:20]([C:19]2[CH:18]=[CH:17][C:16]([N+:13]([O-:15])=[O:14])=[CH:24][CH:23]=2)=[O:21])(=[O:9])=[O:8])=[CH:4][CH:3]=1. The yield is 0.810. (9) The reactants are Br[C:2]1[CH:3]=[C:4]2[C:12](=[CH:13][N:14]=1)[N:11]=[C:10]1[N:5]2[C:6]([CH3:16])([CH3:15])[CH2:7][CH2:8][O:9]1.[NH2:17][C:18]1[CH:23]=[CH:22][N:21]=[C:20]([Cl:24])[N:19]=1.C1(P(C2C=CC=CC=2)C2C3OC4C(=CC=CC=4P(C4C=CC=CC=4)C4C=CC=CC=4)C(C)(C)C=3C=CC=2)C=CC=CC=1.C(=O)([O-])[O-].[Cs+].[Cs+]. The catalyst is C1C=CC(/C=C/C(/C=C/C2C=CC=CC=2)=O)=CC=1.C1C=CC(/C=C/C(/C=C/C2C=CC=CC=2)=O)=CC=1.C1C=CC(/C=C/C(/C=C/C2C=CC=CC=2)=O)=CC=1.[Pd].[Pd].O1CCOCC1. The product is [Cl:24][C:20]1[N:19]=[C:18]([NH:17][C:2]2[CH:3]=[C:4]3[C:12](=[CH:13][N:14]=2)[N:11]=[C:10]2[N:5]3[C:6]([CH3:16])([CH3:15])[CH2:7][CH2:8][O:9]2)[CH:23]=[CH:22][N:21]=1. The yield is 0.420.